From a dataset of Forward reaction prediction with 1.9M reactions from USPTO patents (1976-2016). Predict the product of the given reaction. (1) Given the reactants [CH2:1]([N:5]1[C:13]2[N:12]=[C:11]([Cl:14])[N:10]([CH2:15][CH:16]=[CH2:17])[C:9]=2[C:8](=[O:18])[NH:7][C:6]1=[O:19])[CH2:2][CH2:3][CH3:4].[NH:20]1[CH:24]=[C:23]([CH2:25][CH2:26][CH2:27]O)[N:22]=[CH:21]1.C1C=CC(P(C2C=CC=CC=2)C2C=CC=CC=2)=CC=1.C1C=CC(COC(/N=N/C(OCC2C=CC=CC=2)=O)=O)=CC=1, predict the reaction product. The product is: [CH2:1]([N:5]1[C:13]2[N:12]=[C:11]([Cl:14])[N:10]([CH2:15][CH:16]=[CH2:17])[C:9]=2[C:8](=[O:18])[N:7]([CH2:27][CH2:26][CH2:25][C:23]2[N:22]=[CH:21][NH:20][CH:24]=2)[C:6]1=[O:19])[CH2:2][CH2:3][CH3:4]. (2) Given the reactants C([O:8][C:9]1[CH:14]=[CH:13][C:12]([C:15]2[CH:20]=[CH:19][C:18]([CH3:21])=[C:17]([CH2:22][N:23]3[C:31]4[C:26](=[CH:27][CH:28]=[CH:29][CH:30]=4)[C:25]([C:32]4[CH:37]=[CH:36][C:35]([C:38]([CH3:41])([CH3:40])[CH3:39])=[CH:34][CH:33]=4)=[C:24]3[C:42]([O:44][CH2:45][CH3:46])=[O:43])[CH:16]=2)=[CH:11][CH:10]=1)C1C=CC=CC=1, predict the reaction product. The product is: [C:38]([C:35]1[CH:34]=[CH:33][C:32]([C:25]2[C:26]3[C:31](=[CH:30][CH:29]=[CH:28][CH:27]=3)[N:23]([CH2:22][C:17]3[CH:16]=[C:15]([C:12]4[CH:11]=[CH:10][C:9]([OH:8])=[CH:14][CH:13]=4)[CH:20]=[CH:19][C:18]=3[CH3:21])[C:24]=2[C:42]([O:44][CH2:45][CH3:46])=[O:43])=[CH:37][CH:36]=1)([CH3:41])([CH3:39])[CH3:40]. (3) The product is: [NH2:7][C@@H:8]([CH2:30][CH:31]([CH3:33])[CH3:32])[CH2:9][O:10][C:11]1[CH:12]=[CH:13][C:14]2[C:24]3[C:19](=[C:20]([NH:25][C:26](=[O:28])[CH3:27])[N:21]=[CH:22][CH:23]=3)[CH:18]([CH3:29])[O:17][C:15]=2[CH:16]=1. Given the reactants C(OC(=O)[NH:7][C@@H:8]([CH2:30][CH:31]([CH3:33])[CH3:32])[CH2:9][O:10][C:11]1[CH:12]=[CH:13][C:14]2[C:24]3[C:19](=[C:20]([NH:25][C:26](=[O:28])[CH3:27])[N:21]=[CH:22][CH:23]=3)[CH:18]([CH3:29])[O:17][C:15]=2[CH:16]=1)(C)(C)C.C(O)(C(F)(F)F)=O, predict the reaction product. (4) The product is: [NH2:1][CH2:4][CH2:5][O:6][C@@H:7]([C:21]1[CH:26]=[CH:25][CH:24]=[C:23]([F:27])[C:22]=1[C:28]1[CH:33]=[CH:32][CH:31]=[C:30]([CH3:34])[CH:29]=1)[C@@H:8]1[CH2:13][CH2:12][CH2:11][N:10]([C:14]([O:16][C:17]([CH3:20])([CH3:19])[CH3:18])=[O:15])[CH2:9]1. Given the reactants [N:1]([CH2:4][CH2:5][O:6][CH:7]([C:21]1[CH:26]=[CH:25][CH:24]=[C:23]([F:27])[C:22]=1[C:28]1[CH:33]=[CH:32][CH:31]=[C:30]([CH3:34])[CH:29]=1)[C@@H:8]1[CH2:13][CH2:12][CH2:11][N:10]([C:14]([O:16][C:17]([CH3:20])([CH3:19])[CH3:18])=[O:15])[CH2:9]1)=[N+]=[N-], predict the reaction product. (5) Given the reactants [F:1][C:2]1[CH:10]=[C:9]([C:11]([F:17])([F:16])[C:12]([F:15])([F:14])[F:13])[CH:8]=[CH:7][C:3]=1[C:4](O)=[O:5].S(Cl)([Cl:20])=O, predict the reaction product. The product is: [F:1][C:2]1[CH:10]=[C:9]([C:11]([F:17])([F:16])[C:12]([F:15])([F:14])[F:13])[CH:8]=[CH:7][C:3]=1[C:4]([Cl:20])=[O:5]. (6) Given the reactants [CH2:1]1COCC1.[CH2:6]([O:24][CH:25]([O:31][CH2:32][CH2:33][CH2:34][CH2:35][CH2:36][CH2:37][CH2:38][CH2:39]/[CH:40]=[CH:41]\[CH2:42]/[CH:43]=[CH:44]\[CH2:45][CH2:46][CH2:47][CH2:48][CH3:49])[C@H:26]1[CH2:30][CH2:29][CH2:28][NH:27]1)[CH2:7][CH2:8][CH2:9][CH2:10][CH2:11][CH2:12][CH2:13]/[CH:14]=[CH:15]\[CH2:16]/[CH:17]=[CH:18]\[CH2:19][CH2:20][CH2:21][CH2:22][CH3:23].C=O.C(O)(=O)C, predict the reaction product. The product is: [CH2:6]([O:24][CH:25]([O:31][CH2:32][CH2:33][CH2:34][CH2:35][CH2:36][CH2:37][CH2:38][CH2:39]/[CH:40]=[CH:41]\[CH2:42]/[CH:43]=[CH:44]\[CH2:45][CH2:46][CH2:47][CH2:48][CH3:49])[C@H:26]1[CH2:30][CH2:29][CH2:28][N:27]1[CH3:1])[CH2:7][CH2:8][CH2:9][CH2:10][CH2:11][CH2:12][CH2:13]/[CH:14]=[CH:15]\[CH2:16]/[CH:17]=[CH:18]\[CH2:19][CH2:20][CH2:21][CH2:22][CH3:23].